From a dataset of Reaction yield outcomes from USPTO patents with 853,638 reactions. Predict the reaction yield, written as a fraction of the theoretical maximum amount of product (1.0 means a 100% yield; for example, 0.34 means a 34% yield). The reactants are [Cl:1][C:2]1[N:3]=[CH:4][N:5]([C:7]2[CH:12]=[CH:11][C:10]([NH:13][C:14]3[N:18]=[C:17]([C:19]4([CH2:25][CH2:26][CH2:27][CH2:28]Cl)[S:24][CH2:23][CH2:22][CH2:21][S:20]4)[NH:16][N:15]=3)=[CH:9][C:8]=2[O:30][CH3:31])[CH:6]=1.C(=O)([O-])[O-].[K+].[K+].[I-].[K+]. The catalyst is CN(C=O)C. The product is [Cl:1][C:2]1[N:3]=[CH:4][N:5]([C:7]2[CH:12]=[CH:11][C:10]([NH:13][C:14]3[N:18]=[C:17]4[C:19]5([CH2:25][CH2:26][CH2:27][CH2:28][N:16]4[N:15]=3)[S:20][CH2:21][CH2:22][CH2:23][S:24]5)=[CH:9][C:8]=2[O:30][CH3:31])[CH:6]=1. The yield is 0.840.